This data is from Forward reaction prediction with 1.9M reactions from USPTO patents (1976-2016). The task is: Predict the product of the given reaction. (1) Given the reactants [O:1]([C:8]1[N:13]=[CH:12][N:11]=[C:10]([NH2:14])[CH:9]=1)[C:2]1[CH:7]=[CH:6][CH:5]=[CH:4][CH:3]=1.[C:15](N1C=CC=CC1=O)(N1C=CC=CC1=O)=[S:16], predict the reaction product. The product is: [N:14]([C:10]1[CH:9]=[C:8]([O:1][C:2]2[CH:3]=[CH:4][CH:5]=[CH:6][CH:7]=2)[N:13]=[CH:12][N:11]=1)=[C:15]=[S:16]. (2) Given the reactants [CH:1]1([C@@H:4]([NH:9][S@](C(C)(C)C)=O)[C:5]([F:8])([F:7])[F:6])[CH2:3][CH2:2]1.[ClH:16], predict the reaction product. The product is: [ClH:16].[CH:1]1([C@@H:4]([NH2:9])[C:5]([F:8])([F:7])[F:6])[CH2:3][CH2:2]1. (3) Given the reactants [CH2:1]([O:5][C:6]1[CH:14]=[CH:13][CH:12]=[C:11]([NH:15]C(OC(C)(C)C)=O)[C:7]=1[C:8]([OH:10])=[O:9])[CH2:2][CH2:3][CH3:4].FC(F)(F)C(O)=O, predict the reaction product. The product is: [NH2:15][C:11]1[CH:12]=[CH:13][CH:14]=[C:6]([O:5][CH2:1][CH2:2][CH2:3][CH3:4])[C:7]=1[C:8]([OH:10])=[O:9]. (4) Given the reactants [C:1]([C:4]1[N:8]([CH2:9][CH2:10][CH2:11][F:12])[CH:7]=[C:6]([C:13]2([C:21]3[CH:26]=[CH:25][CH:24]=[C:23]([OH:27])[CH:22]=3)[N:17]=[C:16]([NH2:18])[N:15]([CH3:19])[C:14]2=[O:20])[CH:5]=1)(=[O:3])[CH3:2].Cl[CH2:29][C:30]1[CH:31]=[C:32]([CH:36]=[CH:37][CH:38]=1)[C:33]([NH2:35])=[O:34].[I-].[Na+].C(=O)([O-])[O-].[Cs+].[Cs+], predict the reaction product. The product is: [C:1]([C:4]1[N:8]([CH2:9][CH2:10][CH2:11][F:12])[CH:7]=[C:6]([C:13]2([C:21]3[CH:22]=[C:23]([CH:24]=[CH:25][CH:26]=3)[O:27][CH2:29][C:30]3[CH:31]=[C:32]([CH:36]=[CH:37][CH:38]=3)[C:33]([NH2:35])=[O:34])[C:14](=[O:20])[N:15]([CH3:19])[C:16]([NH2:18])=[N:17]2)[CH:5]=1)(=[O:3])[CH3:2]. (5) Given the reactants [N:1]1([C:7]2[C:12]3[CH:13]=[CH:14][S:15][C:11]=3[CH:10]=[CH:9][N:8]=2)[CH2:6][CH2:5][NH:4][CH2:3][CH2:2]1.O=[CH:17][CH2:18][C@H:19]1[CH2:24][CH2:23][C@H:22]([NH:25][C:26](=[O:28])[CH3:27])[CH2:21][CH2:20]1, predict the reaction product. The product is: [S:15]1[C:11]2[CH:10]=[CH:9][N:8]=[C:7]([N:1]3[CH2:2][CH2:3][N:4]([CH2:17][CH2:18][C@H:19]4[CH2:24][CH2:23][C@H:22]([NH:25][C:26](=[O:28])[CH3:27])[CH2:21][CH2:20]4)[CH2:5][CH2:6]3)[C:12]=2[CH:13]=[CH:14]1.